This data is from Experimentally validated miRNA-target interactions with 360,000+ pairs, plus equal number of negative samples. The task is: Binary Classification. Given a miRNA mature sequence and a target amino acid sequence, predict their likelihood of interaction. (1) The miRNA is hsa-miR-6779-5p with sequence CUGGGAGGGGCUGGGUUUGGC. The protein sequence of the target gene is MLLKTVLLLGHVAQVLMLDNGLLQTPPMGWLAWERFRCNINCDEDPKNCISEQLFMEMADRMAQDGWRDMGYTYLNIDDCWIGGRDASGRLMPDPKRFPHGIPFLADYVHSLGLKLGIYADMGNFTCMGYPGTTLDKVVQDAQTFAEWKVDMLKLDGCFSTPEERAQGYPKMAAALNATGRPIAFSCSWPAYEGGLPPRVNYSLLADICNLWRNYDDIQDSWWSVLSILNWFVEHQDILQPVAGPGHWNDPDMLLIGNFGLSLEQSRAQMALWTVLAAPLLMSTDLRTISAQNMDILQNP.... Result: 0 (no interaction). (2) The miRNA is hsa-miR-409-5p with sequence AGGUUACCCGAGCAACUUUGCAU. The protein sequence of the target gene is MTSLLTTPSPREELMTTPILQPTEALSPEDGASTALIAVVITVVFLTLLSVVILIFFYLYKNKGSYVTYEPTEGEPSAIVQMESDLAKGSEKEEYFI. Result: 0 (no interaction). (3) The protein sequence of the target gene is MAEPSPARRPVPLIESELYFLIARYLSAGPCRRAAQVLVQELEQYQLLPKRLDWEGNEHNRSYEELVLSNKHVAPDHLLQICQRIGPMLDKEVPPSISRVTSLLGAGRQSLLRTAKDCRHTVWKGSAFAALHRGRPPEMPVNYGPPPSLVEIHRGRQLTGCSTFSTAFPGTMYQHIKMHRRILGHLSAVYCVAFDRTGHRIFTGSDDCLVKIWSTHNGRLLSTLRGHSAEISDMAVNYENTLIAAGSCDKIIRVWCLRTCAPVAVLQGHTGSITSLQFSPMAKGPQRYMVSTGADGTVCF.... Result: 0 (no interaction). The miRNA is hsa-miR-6126 with sequence GUGAAGGCCCGGCGGAGA. (4) The miRNA is hsa-miR-1343-5p with sequence UGGGGAGCGGCCCCCGGGUGGG. The protein sequence of the target gene is MKVLATSFVLGSLGLAFYLPLVVTTPKTLAIPEKLQEAVGKVIINATTCTVTCGLGYKEETVCEVGPDGVRRKCQTRRLECLTNWICGMLHFTILIGKEFELSCLSSDILEFGQEAFRFTWRLARGVISTDDEVFKPFQANSHFVKFKYAQEYDSGTYRCDVQLVKNLRLVKRLYFGLRVLPPNLVNLNFHQSLTEDQKLIDEGLEVNLDSYSKPHHPKWKKKVASALGIGIAIGVVGGVLVRIVLCALRGGLQQ. Result: 1 (interaction). (5) The miRNA is hsa-miR-2682-3p with sequence CGCCUCUUCAGCGCUGUCUUCC. The protein sequence of the target gene is MESMPSFLKDTPAWEKTAPVNGIVGQEPGTSPQDGLRHGALCLGEPAPFWRGVLSTPDSWLPPGFLQGPKDTLSLVEGEGPRNGERKGSWLGGKEGLRWKEAMLAHPLAFCGPACPPRYGPLIPEHSGGHPKSDPVAFRPLHCPFLLETKILERAPFWVPTCLPPYLMSSLPPERPYDWPLAPNPWVYSGSQPKVPSAFGLGSKGFYHKDPNILRPAKEPLAESGMLGLAPGGHLQQACESEGPSLHQRDGETGAGRQQNLCPVFLGYPDTVPRAPWPSCPPGLVHSLGNIWAGPGSNSL.... Result: 0 (no interaction). (6) The miRNA is hsa-miR-23a-3p with sequence AUCACAUUGCCAGGGAUUUCC. The protein sequence of the target gene is MSKPHSEAGTAFIQTQQLHAAMADTFLEHMCRLDIDSPPITARNTGIICTIGPASRSVETLKEMIKSGMNVARLNFSHGTHEYHAETIKNVRTATESFASDPILYRPVAVALDTKGPEIRTGLIKGSGTAEVELKKGATLKITLDNAYMEKCDENILWLDYKNICKVVEVGSKIYVDDGLISLQVKQKGADFLVTEVENGGSLGSKKGVNLPGAAVDLPAVSEKDIQDLKFGVEQDVDMVFASFIRKASDVHEVRKVLGEKGKNIKIISKIENHEGVRRFDEILEASDGIMVARGDLGIE.... Result: 1 (interaction). (7) The miRNA is hsa-miR-6873-3p with sequence UUCUCUCUGUCUUUCUCUCUCAG. The protein sequence of the target gene is MAGQDSGNLKTVRLWRDAALRARKLRSNLRQLTLSCPGAGGDPLESPDAPQLVLPANIGDIEVLNLGNNGLEDVPEGLGSALGSLRVLVLRRNRFARLPPAVAELGHHLTELDVSHNRLTILGAEVVSALRELRKLNLSHNQLPALPAQLGALAHLEELDVSFNRLAHLPDSFSCLNHLRTLDVDHNQLTAFPQQLLQLAALEELDVSSNRLRGLPEDISALRALKILWLSGAELGTLPRGFCELASLESLMLDNNGLQALPDEFSRLQRLKMLNLSSNLFEEFPAALLPLAGLEELYLS.... Result: 0 (no interaction).